Predict the product of the given reaction. From a dataset of Forward reaction prediction with 1.9M reactions from USPTO patents (1976-2016). Given the reactants Cl.Cl.[NH:3]1[CH2:6][CH:5]([C:7]2[C:8]([O:28][CH3:29])=[C:9]([CH:15]([N:17]3[C:21]4=[N:22][CH:23]=[N:24][C:25]([NH2:26])=[C:20]4[C:19]([CH3:27])=[N:18]3)[CH3:16])[CH:10]=[C:11]([Cl:14])[C:12]=2[F:13])[CH2:4]1.[CH3:30][C:31]([CH3:33])=O.C(N(CC)CC)C.C(O[BH-](OC(=O)C)OC(=O)C)(=O)C.[Na+], predict the reaction product. The product is: [Cl:14][C:11]1[C:12]([F:13])=[C:7]([CH:5]2[CH2:4][N:3]([CH:31]([CH3:33])[CH3:30])[CH2:6]2)[C:8]([O:28][CH3:29])=[C:9]([CH:15]([N:17]2[C:21]3=[N:22][CH:23]=[N:24][C:25]([NH2:26])=[C:20]3[C:19]([CH3:27])=[N:18]2)[CH3:16])[CH:10]=1.